This data is from Reaction yield outcomes from USPTO patents with 853,638 reactions. The task is: Predict the reaction yield, written as a fraction of the theoretical maximum amount of product (1.0 means a 100% yield; for example, 0.34 means a 34% yield). (1) The reactants are C(OC([N:8]1[CH2:13][CH:12]2[CH2:14][CH:9]1[CH2:10][N:11]2[CH2:15][C:16]1[CH:21]=[CH:20][C:19]([CH2:22][C:23]2[S:24][C:25]3[CH:31]=[CH:30][CH:29]=[CH:28][C:26]=3[N:27]=2)=[CH:18][CH:17]=1)=O)(C)(C)C.[ClH:32]. The catalyst is C(Cl)Cl. The product is [ClH:32].[ClH:32].[C@H:12]12[CH2:14][C@H:9]([NH:8][CH2:13]1)[CH2:10][N:11]2[CH2:15][C:16]1[CH:21]=[CH:20][C:19]([CH2:22][C:23]2[S:24][C:25]3[CH:31]=[CH:30][CH:29]=[CH:28][C:26]=3[N:27]=2)=[CH:18][CH:17]=1. The yield is 1.00. (2) The reactants are [CH:1](O)=O.[CH2:4]([O:11][C:12]([N:14]1[CH2:19][CH2:18][NH:17][CH2:16][CH:15]1[C:20]([C:22]1[O:23][C:24]2[CH:30]=[CH:29][C:28]([F:31])=[CH:27][C:25]=2[CH:26]=1)=[O:21])=[O:13])[C:5]1[CH:10]=[CH:9][CH:8]=[CH:7][CH:6]=1.C=O.[OH-].[Na+]. The catalyst is O. The product is [CH2:4]([O:11][C:12]([N:14]1[CH2:19][CH2:18][N:17]([CH3:1])[CH2:16][CH:15]1[C:20]([C:22]1[O:23][C:24]2[CH:30]=[CH:29][C:28]([F:31])=[CH:27][C:25]=2[CH:26]=1)=[O:21])=[O:13])[C:5]1[CH:6]=[CH:7][CH:8]=[CH:9][CH:10]=1. The yield is 0.960. (3) The reactants are [OH:1][C:2]1[CH:11]=[CH:10][C:9]2[N:8]=[C:7]([CH3:12])[CH:6]=[N:5][C:4]=2[C:3]=1[C:13]([OH:15])=O.Cl.[CH2:17]([O:19][C:20](=[O:23])[CH2:21][NH2:22])[CH3:18].C(N(CC)CC)C.C1CN([P+](ON2N=NC3C=CC=CC2=3)(N2CCCC2)N2CCCC2)CC1.F[P-](F)(F)(F)(F)F. The catalyst is CN(C)C=O. The product is [OH:1][C:2]1[C:3]([C:13]([NH:22][CH2:21][C:20]([O:19][CH2:17][CH3:18])=[O:23])=[O:15])=[C:4]2[C:9](=[CH:10][CH:11]=1)[N:8]=[C:7]([CH3:12])[CH:6]=[N:5]2. The yield is 0.880. (4) The reactants are [CH3:1][N:2]1[C@@H:19]2[CH2:20][C:7]3=[CH:8][CH:9]=[C:10]([OH:22])[C:11]4[O:12][C@H:13]5[C:14]([CH2:16][CH2:17][C@:18]2([OH:21])[C@:5]5([C:6]=43)[CH2:4][CH2:3]1)=[O:15].[ClH:23]. The catalyst is C(O)C. The product is [CH3:1][N:2]1[C@@H:19]2[CH2:20][C:7]3=[CH:8][CH:9]=[C:10]([OH:22])[C:11]4[O:12][C@H:13]5[C:14]([CH2:16][CH2:17][C@:18]2([OH:21])[C@:5]5([C:6]=43)[CH2:4][CH2:3]1)=[O:15].[ClH:23]. The yield is 0.867. (5) The reactants are C([O:4][CH:5]([CH:12]=[CH2:13])[C:6]1[CH:11]=[CH:10][CH:9]=[CH:8][CH:7]=1)(=O)C.[OH-].[Na+].C(O)C. The catalyst is COC1C=CC(O)=CC=1.O. The product is [CH:12]([CH:5]([OH:4])[C:6]1[CH:11]=[CH:10][CH:9]=[CH:8][CH:7]=1)=[CH2:13]. The yield is 0.950.